This data is from Catalyst prediction with 721,799 reactions and 888 catalyst types from USPTO. The task is: Predict which catalyst facilitates the given reaction. (1) Reactant: [F:1][C:2]1[CH:3]=[C:4]([S:10](Cl)(=[O:12])=[O:11])[CH:5]=[C:6]([F:9])[C:7]=1[F:8].[CH2:14]([O:16][C:17](=[O:29])[CH:18]([NH2:28])[CH:19]([C:24]([F:27])([F:26])[F:25])[C:20]([F:23])([F:22])[F:21])[CH3:15].N1C=CC=CC=1. Product: [CH2:14]([O:16][C:17](=[O:29])[CH:18]([NH:28][S:10]([C:4]1[CH:3]=[C:2]([F:1])[C:7]([F:8])=[C:6]([F:9])[CH:5]=1)(=[O:12])=[O:11])[CH:19]([C:20]([F:23])([F:21])[F:22])[C:24]([F:26])([F:27])[F:25])[CH3:15]. The catalyst class is: 2. (2) Reactant: [CH3:1][S:2]([C:5]1[CH:10]=[CH:9][CH:8]=[CH:7][C:6]=1[S:11]([NH:14][C:15]1[CH:16]=[CH:17][CH:18]=[C:19]2[C:23]=1[NH:22][C:21]([C:24]([O:26]CC)=[O:25])=[CH:20]2)(=[O:13])=[O:12])(=[O:4])=[O:3].[OH-].[Na+].O1CCCC1. Product: [CH3:1][S:2]([C:5]1[CH:10]=[CH:9][CH:8]=[CH:7][C:6]=1[S:11]([NH:14][C:15]1[CH:16]=[CH:17][CH:18]=[C:19]2[C:23]=1[NH:22][C:21]([C:24]([OH:26])=[O:25])=[CH:20]2)(=[O:12])=[O:13])(=[O:3])=[O:4]. The catalyst class is: 5. (3) Reactant: [CH2:1]([O:8][C:9]1[CH:20]=[CH:19][C:12]([CH2:13][C@@H:14]([C:16]([OH:18])=[O:17])[NH2:15])=[CH:11][CH:10]=1)[C:2]1[CH:7]=[CH:6][CH:5]=[CH:4][CH:3]=1.C(N(CC)CC)C.[CH3:28][C:29]([O:32][C:33](O[C:33]([O:32][C:29]([CH3:31])([CH3:30])[CH3:28])=[O:34])=[O:34])([CH3:31])[CH3:30]. Product: [C:33]([NH:15][C@H:14]([C:16]([OH:18])=[O:17])[CH2:13][C:12]1[CH:11]=[CH:10][C:9]([O:8][CH2:1][C:2]2[CH:3]=[CH:4][CH:5]=[CH:6][CH:7]=2)=[CH:20][CH:19]=1)([O:32][C:29]([CH3:31])([CH3:30])[CH3:28])=[O:34]. The catalyst class is: 38. (4) Reactant: [CH3:1][O:2][C:3](=[O:19])[C:4]1[CH:9]=[CH:8][C:7]([O:10][C:11]2[CH:16]=[CH:15][CH:14]=[CH:13][CH:12]=2)=[CH:6][C:5]=1[CH2:17]Cl.[CH3:20][O:21][C:22](=[O:35])[CH2:23][NH:24][S:25]([C:28]1[CH:33]=[CH:32][C:31]([CH3:34])=[CH:30][CH:29]=1)(=[O:27])=[O:26].C([O-])([O-])=O.[K+].[K+].[Na+].[I-]. Product: [CH3:1][O:2][C:3](=[O:19])[C:4]1[CH:9]=[CH:8][C:7]([O:10][C:11]2[CH:16]=[CH:15][CH:14]=[CH:13][CH:12]=2)=[CH:6][C:5]=1[CH2:17][N:24]([CH2:23][C:22]([O:21][CH3:20])=[O:35])[S:25]([C:28]1[CH:29]=[CH:30][C:31]([CH3:34])=[CH:32][CH:33]=1)(=[O:27])=[O:26]. The catalyst class is: 3. (5) Reactant: [CH:1]([C:3]1[CH:8]=[C:7](B2OC(C)(C)C(C)(C)O2)[CH:6]=[CH:5][C:4]=1[N:18]1[CH2:22][CH2:21][C@@H:20]([NH:23][C:24](=[O:30])[O:25][C:26]([CH3:29])([CH3:28])[CH3:27])[CH2:19]1)=[O:2].C(=O)([O-])[O-].[K+].[K+].[C:37]([N:41]1[C:45](=[O:46])[CH:44]=[C:43](Cl)[S:42]1(=[O:49])=[O:48])([CH3:40])([CH3:39])[CH3:38].ClCCl. Product: [C:37]([N:41]1[C:45](=[O:46])[CH:44]=[C:43]([C:7]2[CH:6]=[CH:5][C:4]([N:18]3[CH2:22][CH2:21][C@@H:20]([NH:23][C:24](=[O:30])[O:25][C:26]([CH3:27])([CH3:28])[CH3:29])[CH2:19]3)=[C:3]([CH:1]=[O:2])[CH:8]=2)[S:42]1(=[O:49])=[O:48])([CH3:40])([CH3:39])[CH3:38]. The catalyst class is: 75.